This data is from Experimentally validated miRNA-target interactions with 360,000+ pairs, plus equal number of negative samples. The task is: Binary Classification. Given a miRNA mature sequence and a target amino acid sequence, predict their likelihood of interaction. (1) The miRNA is hsa-miR-548f-5p with sequence UGCAAAAGUAAUCACAGUUUUU. The protein sequence of the target gene is MYSPYCLTQDEFHPFIEALLPHVRAFSYTWFNLQARKRKYFKKHEKRMSKDEERAVKDELLGEKPEIKQKWASRLLAKLRKDIRPEFREDFVLTITGKKPPCCVLSNPDQKGKIRRIDCLRQADKVWRLDLVMVILFKGIPLESTDGERLYKSPQCSNPGLCVQPHHIGVTIKELDLYLAYFVHTPESGQSDSSNQQGDADIKPLPNGHLSFQDCFVTSGVWNVTELVRVSQTPVATASGPNFSLADLESPSYYNINQVTLGRRSITSPPSTSSTKRPKSIDDSEMESPVDDVFYPGTGR.... Result: 0 (no interaction). (2) The protein sequence of the target gene is MGLPALEFSDCCLDSPHFRETLKSHEAELDKTNKFIKELIKDGKSLISALKNLSSAKRKFADSLNEFKFQCIGDAETDDEMCIARSLQEFAAVLRNLEDERSRMIENASEVLITPLEKFRKEQIGAAREAKKKYDKETEKYCGTLEKHLNLSSKKKESQLQEADSQVDLVRQHFYEVSLEYVFKVQEVQERKMFEFVEPLLAFLQGLFTFYHHGYELAKDFGDFKTQLTISIQNTRNRFEGTRSEVESLMKKMKENPLEHKTISPYTMEGYLYVQEKRHFGTSWVKHYCTYQRDSKQITM.... Result: 0 (no interaction). The miRNA is hsa-miR-4641 with sequence UGCCCAUGCCAUACUUUUGCCUCA. (3) The miRNA is hsa-miR-3169 with sequence UAGGACUGUGCUUGGCACAUAG. The protein sequence of the target gene is MGTPNDQAVLQAIFNPDTPFGDIVGLDLGEEAEKEEREEDEVFPQAQLEQSKALELQGVMAAEAGDLSTALERFGQAICLLPERASAYNNRAQARRLQGDVAGALEDLERAVELSGGRGRAARQSFVQRGLLARLQGRDDDARRDFERAARLGSPFARRQLVLLNPYAALCNRMLADMMGQLRRPRDSR. Result: 0 (no interaction).